This data is from Blood-brain barrier permeability classification from the B3DB database. The task is: Regression/Classification. Given a drug SMILES string, predict its absorption, distribution, metabolism, or excretion properties. Task type varies by dataset: regression for continuous measurements (e.g., permeability, clearance, half-life) or binary classification for categorical outcomes (e.g., BBB penetration, CYP inhibition). Dataset: b3db_classification. (1) The compound is CCN(CC)[C@@H](C)CN1c2ccccc2Sc2ccccc21. The result is 1 (penetrates BBB). (2) The molecule is Nc1ccc2cc3ccc(N)cc3nc2c1. The result is 0 (does not penetrate BBB). (3) The drug is NC(=O)C1(N2CCCCC2)CCN(CCCN2c3ccccc3CCc3ccc(Cl)cc32)CC1. The result is 1 (penetrates BBB). (4) The compound is CN(C)CCO[C@@H](c1ccccc1)c1ccc(Br)cc1. The result is 1 (penetrates BBB). (5) The compound is CCC(CC)(CNC(=O)CCCO)c1cccc(OC)c1. The result is 1 (penetrates BBB). (6) The molecule is C[C@]12C[C@H](O)[C@H]3[C@@H](CCC4=CC(=O)C=C[C@@]43C)[C@@H]1CC[C@]2(O)C(=O)CO. The result is 1 (penetrates BBB). (7) The compound is C1=NC[C@H](CC2=Cc3ccccc3CC2)N1. The result is 1 (penetrates BBB). (8) The molecule is CCOC(=O)CCC(=O)O[C@H]1[C@H](O[C@@H]2[C@@H](C)[C@H](O[C@H]3C[C@@](C)(OC)[C@@H](O)[C@H](C)O3)[C@@H](C)C(=O)O[C@H](CC)[C@@](C)(O)[C@H](O)[C@@H](C)C(=O)[C@H](C)C[C@@]2(C)O)O[C@H](C)C[C@@H]1N(C)C. The result is 0 (does not penetrate BBB). (9) The result is 1 (penetrates BBB). The compound is CCOC(=O)[C@@]1(c2ccccc2)CCC=C[C@H]1N(C)C.